Dataset: Forward reaction prediction with 1.9M reactions from USPTO patents (1976-2016). Task: Predict the product of the given reaction. (1) Given the reactants Br[C:2]1[CH:7]=[C:6]([O:8][CH3:9])[CH:5]=[CH:4][C:3]=1[C:10]([F:13])([F:12])[F:11].C([Li])CCC.[Cl:19][C:20]1[C:25]([CH3:26])=[C:24]([Cl:27])[N:23]=[CH:22][N:21]=1.C(C1C(=O)C(Cl)=C(Cl)C(=O)C=1C#N)#N, predict the reaction product. The product is: [Cl:19][C:20]1[C:25]([CH3:26])=[C:24]([Cl:27])[N:23]=[C:22]([C:2]2[CH:7]=[C:6]([O:8][CH3:9])[CH:5]=[CH:4][C:3]=2[C:10]([F:13])([F:12])[F:11])[N:21]=1. (2) Given the reactants [CH3:1][CH:2]1[CH2:11][CH:10]([NH:12][C:13]([O:15][CH:16]([CH3:18])[CH3:17])=[O:14])[C:9]2[C:4](=[CH:5][CH:6]=[C:7]([C:19]3[N:20]=[CH:21][N:22]([CH2:24][CH2:25][C:26]([O:28][C:29]([CH3:32])([CH3:31])[CH3:30])=[O:27])[CH:23]=3)[CH:8]=2)[NH:3]1.[C:33](OC(=O)C)(=[O:35])[CH3:34], predict the reaction product. The product is: [C:33]([N:3]1[C:4]2[C:9](=[CH:8][C:7]([C:19]3[N:20]=[CH:21][N:22]([CH2:24][CH2:25][C:26]([O:28][C:29]([CH3:32])([CH3:31])[CH3:30])=[O:27])[CH:23]=3)=[CH:6][CH:5]=2)[C@H:10]([NH:12][C:13]([O:15][CH:16]([CH3:17])[CH3:18])=[O:14])[CH2:11][C@@H:2]1[CH3:1])(=[O:35])[CH3:34]. (3) Given the reactants [CH3:1][C:2]1([CH3:29])[CH2:11][C:10]2[C:5](=[C:6]3[CH2:20][C:19]([CH3:22])([CH3:21])[O:18][C:7]3=[C:8]([O:12][C:13](=[S:17])[N:14]([CH3:16])[CH3:15])[CH:9]=2)[C:4]([C:23]2[CH:28]=[CH:27][CH:26]=[CH:25][CH:24]=2)=[N:3]1.[ClH:30].C(OCC)(=O)C, predict the reaction product. The product is: [ClH:30].[CH3:1][C:2]1([CH3:29])[CH2:11][C:10]2[C:5](=[C:6]3[CH2:20][C:19]([CH3:21])([CH3:22])[O:18][C:7]3=[C:8]([O:12][C:13](=[S:17])[N:14]([CH3:16])[CH3:15])[CH:9]=2)[C:4]([C:23]2[CH:24]=[CH:25][CH:26]=[CH:27][CH:28]=2)=[N:3]1. (4) Given the reactants [CH3:1][C:2]1[CH:10]=[CH:9][CH:8]=[C:7]([CH3:11])[C:3]=1[C:4]([OH:6])=[O:5].[F:12][C:13]([F:20])([F:19])[C:14]([NH:16][CH2:17]O)=[O:15], predict the reaction product. The product is: [F:12][C:13]([F:20])([F:19])[C:14]([NH:16][CH2:17][C:10]1[C:2]([CH3:1])=[C:3]([C:7]([CH3:11])=[CH:8][CH:9]=1)[C:4]([OH:6])=[O:5])=[O:15]. (5) Given the reactants [CH2:1]([C:47]([O:49][CH:50]1[CH2:55][C:54]([CH3:57])(C)N(C)[C:52]([CH3:60])(C)[CH2:51]1)=[O:48])[CH:2]([C:33]([O:35]C1CC(C)(C)N(C)C(C)(C)C1)=[O:34])[CH:3]([C:19]([O:21]C1CC(C)(C)N(C)C(C)(C)C1)=[O:20])[CH2:4][C:5]([O:7][CH:8]1[CH2:13][C:12]([CH3:15])([CH3:14])[N:11]([CH3:16])[C:10]([CH3:18])([CH3:17])[CH2:9]1)=[O:6].[CH2:61]([C:104](OC1CC(C)(C)NC(C)(C)C1)=O)[CH:62](C(OC1CC(C)(C)NC(C)(C)C1)=O)[CH:63](C(OC1CC(C)(C)NC(C)(C)C1)=O)[CH2:64][C:65](OC1CC(C)(C)NC(C)(C)C1)=[O:66], predict the reaction product. The product is: [CH2:4]([C:5]([OH:7])=[O:6])[CH:3]([C:19]([OH:21])=[O:20])[CH:2]([C:33]([OH:35])=[O:34])[CH2:1][C:47]([OH:49])=[O:48].[CH3:16][N:11]1[C:12]([CH3:14])([CH3:15])[CH2:13][CH:8]([OH:7])[CH2:9][C:10]1([CH3:18])[CH3:17].[CH2:65]([OH:66])[CH2:64][CH2:63][CH2:62][CH2:61][CH2:104][CH2:57][CH2:54][CH2:55][CH2:50][CH2:51][CH2:52][CH3:60]. (6) Given the reactants BrC1C=C(C=CC=1)C(NC(C1N=NC(NC2C=C(OC)C(OC)=C(OC)C=2)=NC=1)C)=O.[NH2:32][CH:33]([C:35]1[N:40]=[N:39][C:38]([NH:41][C:42]2[CH:47]=[C:46]([O:48][CH3:49])[C:45]([O:50][CH3:51])=[C:44]([O:52][CH3:53])[CH:43]=2)=[N:37][CH:36]=1)[CH3:34].[CH3:54][N:55]1[C:63]2[C:58](=[CH:59][CH:60]=[CH:61][CH:62]=2)[C:57]([C:64](O)=[O:65])=[CH:56]1.C(N(C(C)C)CC)(C)C.F[P-](F)(F)(F)(F)F.N1(OC(N(C)C)=[N+](C)C)C2N=CC=CC=2N=N1, predict the reaction product. The product is: [CH3:54][N:55]1[C:63]2[C:58](=[CH:59][CH:60]=[CH:61][CH:62]=2)[C:57]([C:64]([NH:32][CH:33]([C:35]2[N:40]=[N:39][C:38]([NH:41][C:42]3[CH:43]=[C:44]([O:52][CH3:53])[C:45]([O:50][CH3:51])=[C:46]([O:48][CH3:49])[CH:47]=3)=[N:37][CH:36]=2)[CH3:34])=[O:65])=[CH:56]1. (7) Given the reactants [Cl:1][C:2]1[C:7]([CH:8]([C:14]([F:17])([F:16])[F:15])[CH2:9][C:10](OC)=[O:11])=[C:6](Cl)[N:5]=[CH:4][N:3]=1.[NH3:19].C(O)(C)C, predict the reaction product. The product is: [Cl:1][C:2]1[C:7]2[CH:8]([C:14]([F:17])([F:16])[F:15])[CH2:9][C:10](=[O:11])[NH:19][C:6]=2[N:5]=[CH:4][N:3]=1. (8) Given the reactants [CH3:1][C:2]1[CH:3]=[C:4]([CH:8]=[CH:9][C:10]=1[C:11]([N:13]1[CH2:17][CH2:16][CH2:15][CH2:14]1)=[O:12])[C:5]([OH:7])=O.CN(C(ON1N=NC2C=CC=CC1=2)=[N+](C)C)C.[B-](F)(F)(F)F.C(N(C(C)C)CC)(C)C.[Cl:49][C:50]1[CH:67]=[CH:66][C:53]2[NH:54][C:55]([C@@H:57]([NH2:65])[CH2:58][C:59]3[N:63]([CH3:64])[CH:62]=[N:61][CH:60]=3)=[N:56][C:52]=2[CH:51]=1.ClCl, predict the reaction product. The product is: [Cl:49][C:50]1[CH:67]=[CH:66][C:53]2[NH:54][C:55]([C@@H:57]([NH:65][C:5](=[O:7])[C:4]3[CH:8]=[CH:9][C:10]([C:11]([N:13]4[CH2:17][CH2:16][CH2:15][CH2:14]4)=[O:12])=[C:2]([CH3:1])[CH:3]=3)[CH2:58][C:59]3[N:63]([CH3:64])[CH:62]=[N:61][CH:60]=3)=[N:56][C:52]=2[CH:51]=1. (9) The product is: [CH3:1][C:2]1[CH:10]=[C:9]2[C:5]([C:6]([CH2:11][NH2:12])=[CH:7][NH:8]2)=[CH:4][CH:3]=1. Given the reactants [CH3:1][C:2]1[CH:10]=[C:9]2[C:5]([C:6]([CH:11]=[N:12]O)=[CH:7][NH:8]2)=[CH:4][CH:3]=1.O.[BH4-].[Na+], predict the reaction product. (10) The product is: [CH3:1][N:2]1[CH:6]=[CH:5][N:4]=[C:3]1[CH2:7][N:8]([CH2:16][C:17]1[CH:25]=[CH:24][C:20]([C:21]([NH:59][CH2:58][CH2:57][CH2:56][CH2:55][N:54]([CH2:60][CH2:61][CH3:62])[CH2:51][CH2:52][CH3:53])=[O:23])=[CH:19][CH:18]=1)[CH2:9][C:10]1[N:11]([CH3:15])[CH:12]=[CH:13][N:14]=1. Given the reactants [CH3:1][N:2]1[CH:6]=[CH:5][N:4]=[C:3]1[CH2:7][N:8]([CH2:16][C:17]1[CH:25]=[CH:24][C:20]([C:21]([OH:23])=O)=[CH:19][CH:18]=1)[CH2:9][C:10]1[N:11]([CH3:15])[CH:12]=[CH:13][N:14]=1.C1CCC(N=C=NC2CCCCC2)CC1.C1C=CC2N(O)N=NC=2C=1.[CH2:51]([N:54]([CH2:60][CH2:61][CH3:62])[CH2:55][CH2:56][CH2:57][CH2:58][NH2:59])[CH2:52][CH3:53], predict the reaction product.